From a dataset of Full USPTO retrosynthesis dataset with 1.9M reactions from patents (1976-2016). Predict the reactants needed to synthesize the given product. (1) Given the product [C@@H:1]1([NH:10][C:11]([N:13]2[C:21](=[O:22])[C:20]3[C:15](=[N:16][C:17]([Cl:24])=[CH:18][C:19]=3[CH3:23])[N:14]2[CH3:28])=[O:12])[C:9]2[C:4](=[CH:5][CH:6]=[CH:7][CH:8]=2)[CH2:3][CH2:2]1, predict the reactants needed to synthesize it. The reactants are: [C@@H:1]1([NH:10][C:11]([N:13]2[C:21](=[O:22])[C:20]3[C:15](=[N:16][C:17]([Cl:24])=[CH:18][C:19]=3[CH3:23])[NH:14]2)=[O:12])[C:9]2[C:4](=[CH:5][CH:6]=[CH:7][CH:8]=2)[CH2:3][CH2:2]1.IC.N1[CH2:28]CCN2CCCCCC=12. (2) Given the product [C:20]([O:23][CH2:7][CH2:6][CH:5]([C:9]([F:12])([F:11])[F:10])[CH2:4][C:3]([F:17])([C:13]([F:16])([F:15])[F:14])[C:2]([F:19])([F:18])[F:1])(=[O:22])[CH3:21], predict the reactants needed to synthesize it. The reactants are: [F:1][C:2]([F:19])([F:18])[C:3]([F:17])([C:13]([F:16])([F:15])[F:14])[CH2:4][CH:5]([C:9]([F:12])([F:11])[F:10])[CH2:6][CH2:7]I.[C:20]([O-:23])(=[O:22])[CH3:21].[Na+].CN(C)C=O.